From a dataset of Catalyst prediction with 721,799 reactions and 888 catalyst types from USPTO. Predict which catalyst facilitates the given reaction. (1) Reactant: Br[C:2]1[C:7]([F:8])=[CH:6][C:5]([O:9][CH2:10][CH2:11][O:12][CH3:13])=[CH:4][C:3]=1[F:14].C([Li])CCC.[O:20]=[C:21]1[CH2:26][CH2:25][N:24]([C:27]([O:29][C:30]([CH3:33])([CH3:32])[CH3:31])=[O:28])[CH2:23][CH2:22]1. Product: [F:14][C:3]1[CH:4]=[C:5]([O:9][CH2:10][CH2:11][O:12][CH3:13])[CH:6]=[C:7]([F:8])[C:2]=1[C:21]1([OH:20])[CH2:22][CH2:23][N:24]([C:27]([O:29][C:30]([CH3:32])([CH3:31])[CH3:33])=[O:28])[CH2:25][CH2:26]1. The catalyst class is: 788. (2) Reactant: [C:1]([C:5]1[CH:6]=[C:7]2[C:11](=[CH:12][CH:13]=1)[CH:10]([NH:14][C:15]([NH:17][C:18]1[CH:26]=[CH:25][CH:24]=[C:23]3[C:19]=1[CH:20]=[N:21][NH:22]3)=[O:16])[CH:9]([F:27])[CH2:8]2)([CH3:4])([CH3:3])[CH3:2].N.CO. Product: [C:1]([C:5]1[CH:6]=[C:7]2[C:11](=[CH:12][CH:13]=1)[C@@H:10]([NH:14][C:15]([NH:17][C:18]1[CH:26]=[CH:25][CH:24]=[C:23]3[C:19]=1[CH:20]=[N:21][NH:22]3)=[O:16])[C@@H:9]([F:27])[CH2:8]2)([CH3:4])([CH3:2])[CH3:3]. The catalyst class is: 2.